Dataset: Forward reaction prediction with 1.9M reactions from USPTO patents (1976-2016). Task: Predict the product of the given reaction. (1) Given the reactants [C:1]([C:9]1[CH:14]=[CH:13][CH:12]=[CH:11][C:10]=1[C:15](=O)[C:16]1[CH:21]=[CH:20][CH:19]=[CH:18][CH:17]=1)(=O)[C:2]1[CH:7]=[CH:6][CH:5]=[CH:4][CH:3]=1.O.[NH2:24][NH2:25].O, predict the reaction product. The product is: [C:2]1([C:1]2[C:9]3[C:10](=[CH:11][CH:12]=[CH:13][CH:14]=3)[C:15]([C:16]3[CH:21]=[CH:20][CH:19]=[CH:18][CH:17]=3)=[N:25][N:24]=2)[CH:7]=[CH:6][CH:5]=[CH:4][CH:3]=1. (2) Given the reactants [Br:1][C:2]1[CH:3]=[CH:4][C:5]([O:10][CH2:11][CH3:12])=[C:6]([CH:9]=1)[CH:7]=[O:8].C(O)C.[BH4-].[Na+], predict the reaction product. The product is: [Br:1][C:2]1[CH:3]=[CH:4][C:5]([O:10][CH2:11][CH3:12])=[C:6]([CH:9]=1)[CH2:7][OH:8]. (3) Given the reactants [CH2:1]([O:3][C:4]([C:6]1([F:25])[CH:10]([CH2:11][C:12]2[CH:17]=[CH:16][CH:15]=[CH:14][CH:13]=2)[CH2:9][N:8](CC2C=CC=CC=2)[CH2:7]1)=[O:5])[CH3:2].O([C:34]([O:36][C:37]([CH3:40])([CH3:39])[CH3:38])=[O:35])[C:34]([O:36][C:37]([CH3:40])([CH3:39])[CH3:38])=[O:35], predict the reaction product. The product is: [CH2:1]([O:3][C:4]([C:6]1([F:25])[CH:10]([CH2:11][C:12]2[CH:17]=[CH:16][CH:15]=[CH:14][CH:13]=2)[CH2:9][N:8]([C:34]([O:36][C:37]([CH3:38])([CH3:39])[CH3:40])=[O:35])[CH2:7]1)=[O:5])[CH3:2].